Task: Predict the product of the given reaction.. Dataset: Forward reaction prediction with 1.9M reactions from USPTO patents (1976-2016) (1) The product is: [CH3:1][C:2]1[CH:11]=[CH:10][C:9]2[C:4](=[CH:5][CH:6]=[CH:7][C:8]=2[CH:12]2[CH2:17][CH2:16][N:15]([CH2:18][CH2:19][C:20]3[CH:29]=[CH:28][CH:27]=[C:26]4[C:21]=3[CH:22]=[CH:23][C:24]3[N:25]4[N:30]=[N:31][C:32]=3[C:33]([O-:35])=[O:34])[CH2:14][CH2:13]2)[N:3]=1.[NH4+:3]. Given the reactants [CH3:1][C:2]1[CH:11]=[CH:10][C:9]2[C:4](=[CH:5][CH:6]=[CH:7][C:8]=2[CH:12]2[CH2:17][CH2:16][N:15]([CH2:18][CH2:19][C:20]3[CH:29]=[CH:28][CH:27]=[C:26]4[C:21]=3[CH:22]=[CH:23][C:24]3[N:25]4[N:30]=[N:31][C:32]=3[C:33]([O:35]CC)=[O:34])[CH2:14][CH2:13]2)[N:3]=1.[OH-].[K+], predict the reaction product. (2) Given the reactants [CH:1]([OH:3])=O.C(OC(=O)C)(=O)C.[NH2:11][C:12]1[S:13][C:14]([C:23]2[CH:24]=[CH:25][C:26](=[O:32])[N:27]([CH:29]([CH3:31])[CH3:30])[N:28]=2)=[C:15]([C:17]2[CH:22]=[CH:21][CH:20]=[CH:19][CH:18]=2)[N:16]=1.C(=O)([O-])O.[Na+], predict the reaction product. The product is: [CH:29]([N:27]1[C:26](=[O:32])[CH:25]=[CH:24][C:23]([C:14]2[S:13][C:12]([NH:11][CH:1]=[O:3])=[N:16][C:15]=2[C:17]2[CH:18]=[CH:19][CH:20]=[CH:21][CH:22]=2)=[N:28]1)([CH3:31])[CH3:30]. (3) Given the reactants [C:1](O)(=O)[CH3:2].[OH:5][N:6]1[C:11]([CH3:13])([CH3:12])[CH2:10][CH:9]([O:14][C:15](=[O:33])[CH2:16][CH2:17][CH2:18][CH2:19][CH2:20][CH2:21][CH2:22][CH2:23][CH2:24][CH2:25][CH2:26][CH2:27][CH2:28][CH2:29][CH2:30][CH2:31][CH3:32])[CH2:8][C:7]1([CH3:35])[CH3:34].OO.S([O-])([O-])=O.[Na+].[Na+], predict the reaction product. The product is: [CH:2]1([O:5][N:6]2[C:11]([CH3:12])([CH3:13])[CH2:10][CH:9]([O:14][C:15](=[O:33])[CH2:16][CH2:17][CH2:18][CH2:19][CH2:20][CH2:21][CH2:22][CH2:23][CH2:24][CH2:25][CH2:26][CH2:27][CH2:28][CH2:29][CH2:30][CH2:31][CH3:32])[CH2:8][C:7]2([CH3:34])[CH3:35])[CH2:1][CH2:9][CH2:8][CH2:7][CH2:34]1. (4) The product is: [C:1]([C:5]1[CH:31]=[CH:30][C:8]([NH:9][C:10]2[CH:29]=[CH:28][C:13]([O:14][C:15]3[C:24]4[C:19](=[CH:20][C:21]([O:27][CH2:40][CH2:41][N:42]5[CH2:47][CH2:46][O:45][CH2:44][CH2:43]5)=[C:22]([O:25][CH3:26])[CH:23]=4)[N:18]=[CH:17][N:16]=3)=[CH:12][CH:11]=2)=[CH:7][CH:6]=1)([CH3:4])([CH3:2])[CH3:3]. Given the reactants [C:1]([C:5]1[CH:31]=[CH:30][C:8]([NH:9][C:10]2[CH:29]=[CH:28][C:13]([O:14][C:15]3[C:24]4[C:19](=[CH:20][C:21]([OH:27])=[C:22]([O:25][CH3:26])[CH:23]=4)[N:18]=[CH:17][N:16]=3)=[CH:12][CH:11]=2)=[CH:7][CH:6]=1)([CH3:4])([CH3:3])[CH3:2].C(=O)([O-])[O-].[K+].[K+].Cl.Cl[CH2:40][CH2:41][N:42]1[CH2:47][CH2:46][O:45][CH2:44][CH2:43]1.CN(C)C=O, predict the reaction product.